From a dataset of Reaction yield outcomes from USPTO patents with 853,638 reactions. Predict the reaction yield, written as a fraction of the theoretical maximum amount of product (1.0 means a 100% yield; for example, 0.34 means a 34% yield). (1) The reactants are [CH3:1][S:2]([N:5]1[CH2:10][CH2:9][C:8]2[N:11]([CH2:24][CH2:25][CH:26]=O)[N:12]=[C:13]([C:14]3[CH:19]=[CH:18][C:17]([C:20]([F:23])([F:22])[F:21])=[CH:16][CH:15]=3)[C:7]=2[CH2:6]1)(=[O:4])=[O:3].[Cl:28][C:29]1[CH:34]=[CH:33][CH:32]=[C:31]([N+:35]([O-:37])=[O:36])[C:30]=1[N:38]1[CH2:43][CH2:42][NH:41][CH2:40][CH2:39]1.S([O-])([O-])(=O)=O.[Na+].[Na+].C(O[BH-](OC(=O)C)OC(=O)C)(=O)C.[Na+]. The catalyst is C(Cl)Cl. The product is [Cl:28][C:29]1[CH:34]=[CH:33][CH:32]=[C:31]([N+:35]([O-:37])=[O:36])[C:30]=1[N:38]1[CH2:43][CH2:42][N:41]([CH2:26][CH2:25][CH2:24][N:11]2[C:8]3[CH2:9][CH2:10][N:5]([S:2]([CH3:1])(=[O:4])=[O:3])[CH2:6][C:7]=3[C:13]([C:14]3[CH:19]=[CH:18][C:17]([C:20]([F:23])([F:22])[F:21])=[CH:16][CH:15]=3)=[N:12]2)[CH2:40][CH2:39]1. The yield is 0.490. (2) The reactants are C(OC([N:8]1[CH2:13][CH2:12][C:11]2[N:14]([CH3:60])[C:15]([C:17]3[C:22]([C:23]#[C:24][C:25]4[CH:30]=[CH:29][CH:28]=[C:27]([CH2:31][C:32](=[O:54])[NH:33][C:34]5[CH:39]=[CH:38][C:37]([CH2:40][N:41]6[CH2:46][CH2:45][N:44]([CH:47]([CH3:49])[CH3:48])[CH2:43][CH2:42]6)=[C:36]([C:50]([F:53])([F:52])[F:51])[CH:35]=5)[CH:26]=4)=[CH:21][N:20]=[C:19]([N:55](C(=O)C)[CH3:56])[N:18]=3)=[CH:16][C:10]=2[C:9]1=[O:61])=O)(C)(C)C.O1CCOCC1.C([O-])([O-])=O.[K+].[K+]. The catalyst is C(Cl)Cl.Cl. The product is [CH:47]([N:44]1[CH2:45][CH2:46][N:41]([CH2:40][C:37]2[CH:38]=[CH:39][C:34]([NH:33][C:32](=[O:54])[CH2:31][C:27]3[CH:28]=[CH:29][CH:30]=[C:25]([C:24]#[C:23][C:22]4[C:17]([C:15]5[N:14]([CH3:60])[C:11]6[CH2:12][CH2:13][NH:8][C:9](=[O:61])[C:10]=6[CH:16]=5)=[N:18][C:19]([NH:55][CH3:56])=[N:20][CH:21]=4)[CH:26]=3)=[CH:35][C:36]=2[C:50]([F:52])([F:53])[F:51])[CH2:42][CH2:43]1)([CH3:49])[CH3:48]. The yield is 0.780. (3) The product is [CH2:13]([O:15][CH:16]([O:19][CH2:20][CH3:21])[CH2:17][NH:18][CH2:7][C:6]1[CH:9]=[CH:10][CH:11]=[C:4]([O:3][CH2:1][CH3:2])[C:5]=1[OH:12])[CH3:14]. The yield is 0.700. The reactants are [CH2:1]([O:3][C:4]1[C:5]([OH:12])=[C:6]([CH:9]=[CH:10][CH:11]=1)[CH:7]=O)[CH3:2].[CH2:13]([O:15][CH:16]([O:19][CH2:20][CH3:21])[CH2:17][NH2:18])[CH3:14].C([BH3-])#N.[Na+]. The catalyst is CO.C(O)(=O)C. (4) The reactants are [OH:1][C:2]1[CH:3]=[C:4]([CH:9]=[C:10]([OH:12])[CH:11]=1)[C:5]([O:7][CH3:8])=[O:6].C(=O)([O-])[O-].[K+].[K+].[CH2:19](Br)[C:20]1[CH:25]=[CH:24][CH:23]=[CH:22][CH:21]=1. The catalyst is CN(C=O)C. The product is [OH:1][C:2]1[CH:3]=[C:4]([CH:9]=[C:10]([O:12][CH2:19][C:20]2[CH:25]=[CH:24][CH:23]=[CH:22][CH:21]=2)[CH:11]=1)[C:5]([O:7][CH3:8])=[O:6]. The yield is 0.210. (5) The reactants are [N+:1]([C:4]1[CH:9]=[CH:8][C:7]([SH:10])=[CH:6][CH:5]=1)([O-:3])=[O:2].[F:11][C:12]1[CH:13]=[C:14]([CH:17]=[CH:18][CH:19]=1)[CH2:15]Br. No catalyst specified. The product is [F:11][C:12]1[CH:19]=[CH:18][CH:17]=[C:14]([CH2:15][S:10][C:7]2[CH:8]=[CH:9][C:4]([N+:1]([O-:3])=[O:2])=[CH:5][CH:6]=2)[CH:13]=1. The yield is 0.540. (6) The reactants are Br[C:2]1[CH:7]=[CH:6][CH:5]=[CH:4][N:3]=1.[Li]CCCC.[C:13]([N:21]1[C@H:30]2[C@@H:25]([CH2:26][CH2:27][CH2:28][CH2:29]2)[C:24](=[O:31])[CH2:23][CH2:22]1)(=[O:20])[C:14]1[CH:19]=[CH:18][CH:17]=[CH:16][CH:15]=1. The catalyst is C1COCC1. The product is [C:13]([N:21]1[C@H:30]2[C@@H:25]([CH2:26][CH2:27][CH2:28][CH2:29]2)[C:24]([C:2]2[CH:7]=[CH:6][CH:5]=[CH:4][N:3]=2)([OH:31])[CH2:23][CH2:22]1)(=[O:20])[C:14]1[CH:15]=[CH:16][CH:17]=[CH:18][CH:19]=1. The yield is 0.230. (7) The reactants are C(OC([N:8]([CH2:38][C:39]([O:41][C:42](C)(C)[CH3:43])=[O:40])[C:9]1[CH:14]=[CH:13][CH:12]=[C:11]([CH:15]([S:29]([C:32]2[CH:37]=[CH:36][CH:35]=[CH:34][N:33]=2)(=[O:31])=[O:30])[NH:16][CH2:17][C:18]2[CH:23]=[CH:22][C:21]([C:24]3[S:25][CH:26]=[CH:27][N:28]=3)=[CH:20][CH:19]=2)[N:10]=1)=O)(C)(C)C.Cl.C(O)C. No catalyst specified. The product is [N:33]1[CH:34]=[CH:35][CH:36]=[CH:37][C:32]=1[S:29]([CH:15]([NH:16][CH2:17][C:18]1[CH:19]=[CH:20][C:21]([C:24]2[S:25][CH:26]=[CH:27][N:28]=2)=[CH:22][CH:23]=1)[C:11]1[N:10]=[C:9]([NH:8][CH2:38][C:39]([O:41][CH2:42][CH3:43])=[O:40])[CH:14]=[CH:13][CH:12]=1)(=[O:31])=[O:30]. The yield is 0.840. (8) The reactants are [OH:1][C:2]1[CH:7]=[C:6]([O:8][CH2:9][CH2:10][O:11][CH3:12])[CH:5]=[CH:4][C:3]=1[CH2:13][CH2:14][C:15]([O:17][CH2:18][CH3:19])=[O:16].[H-].[Na+].Cl[C:23]1[C:28]([Cl:29])=[CH:27][C:26]([C:30]([F:33])([F:32])[F:31])=[CH:25][N:24]=1.O. The catalyst is CN(C)C=O. The product is [Cl:29][C:28]1[C:23]([O:1][C:2]2[CH:7]=[C:6]([O:8][CH2:9][CH2:10][O:11][CH3:12])[CH:5]=[CH:4][C:3]=2[CH2:13][CH2:14][C:15]([O:17][CH2:18][CH3:19])=[O:16])=[N:24][CH:25]=[C:26]([C:30]([F:32])([F:31])[F:33])[CH:27]=1. The yield is 0.840.